This data is from Full USPTO retrosynthesis dataset with 1.9M reactions from patents (1976-2016). The task is: Predict the reactants needed to synthesize the given product. (1) Given the product [N:1]([C@@H:4]1[C:16]2[C:8](=[CH:9][C:10]3[O:14][CH2:13][O:12][C:11]=3[CH:15]=2)[C@@H:7]([C:17]2[CH:22]=[C:21]([O:23][CH3:24])[C:20]([O:25][CH2:32][C:33]3[CH:38]=[CH:37][CH:36]=[CH:35][CH:34]=3)=[C:19]([O:26][CH3:27])[CH:18]=2)[C@H:6]2[C:28](=[O:31])[O:29][CH2:30][C@H:5]12)=[N+:2]=[N-:3], predict the reactants needed to synthesize it. The reactants are: [N:1]([C@@H:4]1[C:16]2[C:8](=[CH:9][C:10]3[O:14][CH2:13][O:12][C:11]=3[CH:15]=2)[C@@H:7]([C:17]2[CH:22]=[C:21]([O:23][CH3:24])[C:20]([OH:25])=[C:19]([O:26][CH3:27])[CH:18]=2)[C@H:6]2[C:28](=[O:31])[O:29][CH2:30][C@H:5]12)=[N+:2]=[N-:3].[CH2:32](Br)[C:33]1[CH:38]=[CH:37][CH:36]=[CH:35][CH:34]=1.C([O-])([O-])=O.[K+].[K+]. (2) Given the product [Cl:24][C:10]1[CH:11]=[C:12]([C:14]([F:17])([F:15])[F:16])[CH:13]=[C:8]([C:3]2[CH:4]=[CH:5][CH:6]=[CH:7][C:2]=2[Cl:1])[N:9]=1, predict the reactants needed to synthesize it. The reactants are: [Cl:1][C:2]1[CH:7]=[CH:6][CH:5]=[CH:4][C:3]=1[C:8]1[CH:13]=[C:12]([C:14]([F:17])([F:16])[F:15])[CH:11]=[CH:10][N:9]=1.C1C=C([Cl:24])C=C(C(OO)=O)C=1. (3) The reactants are: [NH2:1][C:2]1[CH:7]=[C:6]([O:8][CH3:9])[CH:5]=[CH:4][C:3]=1[OH:10].N[C:12](N)=[O:13]. Given the product [CH3:9][O:8][C:6]1[CH:5]=[CH:4][C:3]2[O:10][C:12](=[O:13])[NH:1][C:2]=2[CH:7]=1, predict the reactants needed to synthesize it. (4) Given the product [F:1][C:2]1[CH:7]=[CH:6][C:5]([F:8])=[CH:4][C:3]=1[C@H:9]1[CH2:13][CH2:12][CH2:11][N:10]1[C:14]1[CH:19]=[CH:18][N:17]2[N:20]=[CH:21][C:22]([NH:23][C:29]([N:31]3[CH2:32][CH2:33][C@H:38]([OH:41])[CH2:35]3)=[O:30])=[C:16]2[N:15]=1, predict the reactants needed to synthesize it. The reactants are: [F:1][C:2]1[CH:7]=[CH:6][C:5]([F:8])=[CH:4][C:3]=1[C@H:9]1[CH2:13][CH2:12][CH2:11][N:10]1[C:14]1[CH:19]=[CH:18][N:17]2[N:20]=[CH:21][C:22]([NH2:23])=[C:16]2[N:15]=1.C1N=CN([C:29]([N:31]2[CH:35]=N[CH:33]=[CH:32]2)=[O:30])C=1.N1CC[C@H:38]([OH:41])C1. (5) Given the product [CH2:42]([O:49][C:50](=[O:51])[NH:52][CH2:53][C@H:54]1[CH2:59][CH2:58][C@H:57]([C:60](=[O:61])[NH:10][CH2:9][C:4]2[C:3]([Cl:2])=[N:8][CH:7]=[CH:6][N:5]=2)[CH2:56][CH2:55]1)[C:43]1[CH:48]=[CH:47][CH:46]=[CH:45][CH:44]=1, predict the reactants needed to synthesize it. The reactants are: Cl.[Cl:2][C:3]1[C:4]([CH2:9][NH2:10])=[N:5][CH:6]=[CH:7][N:8]=1.CCN=C=NCCCN(C)C.Cl.C(N(CC)C(C)C)(C)C.ON1C2C=CC=CC=2N=N1.[CH2:42]([O:49][C:50]([NH:52][CH2:53][C@H:54]1[CH2:59][CH2:58][C@H:57]([C:60](O)=[O:61])[CH2:56][CH2:55]1)=[O:51])[C:43]1[CH:48]=[CH:47][CH:46]=[CH:45][CH:44]=1. (6) The reactants are: [C:1]([O:4][CH2:5][C:6]1[C:11]([N:12]2[CH2:24][CH2:23][N:15]3[C:16]4[CH2:17][CH2:18][CH2:19][CH2:20][C:21]=4[CH:22]=[C:14]3[C:13]2=[O:25])=[CH:10][C:9]([F:26])=[CH:8][C:7]=1B1OC(C)(C)C(C)(C)O1)(=[O:3])[CH3:2].Br[C:37]1[CH:38]=[C:39]([NH:45][C:46]2[CH:51]=[CH:50][C:49]([CH:52]3[CH2:55][N:54]([CH3:56])[CH2:53]3)=[CH:48][N:47]=2)[C:40](=[O:44])[N:41]([CH3:43])[CH:42]=1. Given the product [C:1]([O:4][CH2:5][C:6]1[C:11]([N:12]2[CH2:24][CH2:23][N:15]3[C:16]4[CH2:17][CH2:18][CH2:19][CH2:20][C:21]=4[CH:22]=[C:14]3[C:13]2=[O:25])=[CH:10][C:9]([F:26])=[CH:8][C:7]=1[C:37]1[CH:38]=[C:39]([NH:45][C:46]2[CH:51]=[CH:50][C:49]([CH:52]3[CH2:53][N:54]([CH3:56])[CH2:55]3)=[CH:48][N:47]=2)[C:40](=[O:44])[N:41]([CH3:43])[CH:42]=1)(=[O:3])[CH3:2], predict the reactants needed to synthesize it. (7) Given the product [F:1][C:2]([F:16])([F:15])[O:3][C:4]1[CH:5]=[C:6]([CH:10]=[CH:11][C:12]([NH2:23])=[O:13])[CH:7]=[CH:8][CH:9]=1, predict the reactants needed to synthesize it. The reactants are: [F:1][C:2]([F:16])([F:15])[O:3][C:4]1[CH:5]=[C:6]([CH:10]=[CH:11][C:12](O)=[O:13])[CH:7]=[CH:8][CH:9]=1.C(Cl)(=O)C(Cl)=O.[NH3:23]. (8) Given the product [CH3:11][O:14][C:7]1[CH:8]=[CH:3][CH:4]=[CH:5][C:6]=1[C:9]1[O:10][CH:29]=[N:28][CH:27]=1, predict the reactants needed to synthesize it. The reactants are: CO[C:3]1[CH:4]=[CH:5][C:6]([CH:9]=[O:10])=[CH:7][CH:8]=1.[C:11]([O-:14])([O-])=O.[K+].[K+].CC1C=CC(S([CH2:27][N+:28]#[C-:29])(=O)=O)=CC=1.